This data is from Forward reaction prediction with 1.9M reactions from USPTO patents (1976-2016). The task is: Predict the product of the given reaction. (1) Given the reactants [NH2:1][CH2:2][C:3]1[CH:8]=[C:7]([F:9])[C:6]([NH:10][S:11]([CH3:14])(=[O:13])=[O:12])=[C:5]([F:15])[CH:4]=1.Cl.C1([O:23][C:24](=O)[NH:25][CH2:26][C:27]2[CH:32]=[CH:31][C:30]([C:33]([CH3:36])([CH3:35])[CH3:34])=[CH:29][CH:28]=2)C=CC=CC=1, predict the reaction product. The product is: [C:33]([C:30]1[CH:31]=[CH:32][C:27]([CH2:26][NH:25][C:24](=[O:23])[NH:1][CH2:2][C:3]2[CH:4]=[C:5]([F:15])[C:6]([NH:10][S:11]([CH3:14])(=[O:13])=[O:12])=[C:7]([F:9])[CH:8]=2)=[CH:28][CH:29]=1)([CH3:36])([CH3:34])[CH3:35]. (2) Given the reactants [CH:1]1[C:11](=[C:12]([C:15]#[N:16])[C:13]#[N:14])[CH:10]=[CH:9][C:3](=[C:4]([C:7]#[N:8])[C:5]#N)[CH:2]=1.[CH2:17]([N:21]([CH2:30][CH2:31][CH2:32][CH3:33])[C:22]1[CH:27]=[CH:26]C=[C:24]([O:28][CH3:29])[CH:23]=1)[CH2:18][CH2:19][CH3:20], predict the reaction product. The product is: [C:7]([C:4]([C:5]1[CH:26]=[CH:27][C:22]([N:21]([CH2:17][CH2:18][CH2:19][CH3:20])[CH2:30][CH2:31][CH2:32][CH3:33])=[CH:23][C:24]=1[O:28][CH3:29])=[C:3]1[CH:2]=[CH:1][C:11](=[C:12]([C:15]#[N:16])[C:13]#[N:14])[CH:10]=[CH:9]1)#[N:8]. (3) Given the reactants [C:9](O[C:9]([O:11][C:12]([CH3:15])([CH3:14])[CH3:13])=[O:10])([O:11][C:12]([CH3:15])([CH3:14])[CH3:13])=[O:10].[NH2:16][C:17]1[CH:22]=[CH:21][C:20]([CH2:23][CH2:24][OH:25])=[CH:19][CH:18]=1.O1CCOCC1.[OH-].[Na+], predict the reaction product. The product is: [C:12]([O:11][C:9]([NH:16][C:17]1[CH:22]=[CH:21][C:20]([CH2:23][CH2:24][OH:25])=[CH:19][CH:18]=1)=[O:10])([CH3:13])([CH3:14])[CH3:15]. (4) Given the reactants CO[C:3]([C:5]1[C:6]([OH:29])=[C:7]2[C:12](=[CH:13][N:14]=1)[N:11]([CH2:15][C:16]1[CH:21]=[CH:20][CH:19]=[CH:18][CH:17]=1)[C:10](=[O:22])[C:9]([C:23]1[CH:24]=[N:25][CH:26]=[N:27][CH:28]=1)=[CH:8]2)=[O:4].[NH2:30][CH2:31][CH2:32][C:33]([OH:35])=[O:34].C[O-].[Na+], predict the reaction product. The product is: [CH2:15]([N:11]1[C:12]2[C:7](=[C:6]([OH:29])[C:5]([C:3]([NH:30][CH2:31][CH2:32][C:33]([OH:35])=[O:34])=[O:4])=[N:14][CH:13]=2)[CH:8]=[C:9]([C:23]2[CH:24]=[N:25][CH:26]=[N:27][CH:28]=2)[C:10]1=[O:22])[C:16]1[CH:21]=[CH:20][CH:19]=[CH:18][CH:17]=1. (5) Given the reactants [CH:1]1([N:6]2[CH2:12][C:11]([F:14])([F:13])[C:10](=[O:15])[N:9]([CH3:16])[C:8]3[CH:17]=[N:18][C:19]([NH:21][C:22]4[CH:30]=[CH:29][C:25]([C:26](O)=[O:27])=[CH:24][C:23]=4[O:31][CH3:32])=[N:20][C:7]2=3)[CH2:5][CH2:4][CH2:3][CH2:2]1.[NH2:33][CH2:34][CH2:35][OH:36].F[P-](F)(F)(F)(F)F.CN(C(N(C)C)=[N+]1C2C(=NC=CC=2)[N+]([O-])=N1)C.C(N(C(C)C)CC)(C)C, predict the reaction product. The product is: [CH:1]1([N:6]2[CH2:12][C:11]([F:13])([F:14])[C:10](=[O:15])[N:9]([CH3:16])[C:8]3[CH:17]=[N:18][C:19]([NH:21][C:22]4[CH:30]=[CH:29][C:25]([C:26]([NH:33][CH2:34][CH2:35][OH:36])=[O:27])=[CH:24][C:23]=4[O:31][CH3:32])=[N:20][C:7]2=3)[CH2:2][CH2:3][CH2:4][CH2:5]1.